From a dataset of Forward reaction prediction with 1.9M reactions from USPTO patents (1976-2016). Predict the product of the given reaction. (1) Given the reactants [C:1]([C:3]1[CH:8]=[CH:7][C:6]([C:9]2[C:10]([CH2:22][CH2:23][C:24]([OH:26])=[O:25])=[CH:11][S:12][C:13]=2[C:14]2[CH:19]=[CH:18][C:17]([O:20][CH3:21])=[CH:16][CH:15]=2)=[C:5]([CH3:27])[CH:4]=1)#[N:2].[OH-:28].[Na+].OO, predict the reaction product. The product is: [C:1]([C:3]1[CH:8]=[CH:7][C:6]([C:9]2[C:10]([CH2:22][CH2:23][C:24]([OH:26])=[O:25])=[CH:11][S:12][C:13]=2[C:14]2[CH:15]=[CH:16][C:17]([O:20][CH3:21])=[CH:18][CH:19]=2)=[C:5]([CH3:27])[CH:4]=1)(=[O:28])[NH2:2]. (2) The product is: [Br:9][C:6]1[CH:7]=[CH:8][C:3]([P:16](=[O:17])([C:18]2[CH:19]=[CH:20][CH:21]=[CH:22][CH:23]=2)[C:10]2[CH:15]=[CH:14][CH:13]=[CH:12][CH:11]=2)=[CH:4][CH:5]=1. Given the reactants [Mg].Br[C:3]1[CH:8]=[CH:7][C:6]([Br:9])=[CH:5][CH:4]=1.[C:10]1([P:16](Cl)([C:18]2[CH:23]=[CH:22][CH:21]=[CH:20][CH:19]=2)=[O:17])[CH:15]=[CH:14][CH:13]=[CH:12][CH:11]=1.Cl, predict the reaction product. (3) Given the reactants [CH3:1][C:2]([CH3:27])([CH3:26])[CH2:3][O:4][C:5]1[C:10]([O:11][CH3:12])=[CH:9][CH:8]=[CH:7][C:6]=1/[CH:13]=[CH:14]/[C:15]1[N:16]=[C:17]2[N:21]([C:22]=1[C:23](O)=[O:24])[CH:20]=[CH:19][S:18]2.[F:28][C:29]([F:37])([F:36])[C:30]1[N:31]=[C:32]([NH2:35])[S:33][CH:34]=1.CCN=C=NCCCN(C)C.Cl, predict the reaction product. The product is: [CH3:26][C:2]([CH3:1])([CH3:27])[CH2:3][O:4][C:5]1[C:10]([O:11][CH3:12])=[CH:9][CH:8]=[CH:7][C:6]=1/[CH:13]=[CH:14]/[C:15]1[N:16]=[C:17]2[N:21]([C:22]=1[C:23]([NH:35][C:32]1[S:33][CH:34]=[C:30]([C:29]([F:37])([F:36])[F:28])[N:31]=1)=[O:24])[CH:20]=[CH:19][S:18]2.